The task is: Predict which catalyst facilitates the given reaction.. This data is from Catalyst prediction with 721,799 reactions and 888 catalyst types from USPTO. (1) Reactant: Cl[C:2]1[N:7]([CH3:8])[C:6](=[O:9])[CH:5]=[C:4]([C:10]2[CH:15]=[CH:14][N:13]=[CH:12][N:11]=2)[N:3]=1.[CH3:16][C@H:17]1[NH:22][CH2:21][CH2:20][N:19]([C:23]([O:25][C:26]([CH3:29])([CH3:28])[CH3:27])=[O:24])[CH2:18]1.C(N(CC)CC)C. Product: [C:26]([O:25][C:23]([N:19]1[CH2:20][CH2:21][N:22]([C:2]2[N:7]([CH3:8])[C:6](=[O:9])[CH:5]=[C:4]([C:10]3[CH:15]=[CH:14][N:13]=[CH:12][N:11]=3)[N:3]=2)[C@H:17]([CH3:16])[CH2:18]1)=[O:24])([CH3:29])([CH3:27])[CH3:28]. The catalyst class is: 60. (2) Reactant: C[Si]([Cl:5])(C)C.[Br-].C([NH3+])(C)(C)C.[CH:12]1([C:15](=[O:22])[CH2:16][C:17]([CH:19]2[CH2:21][CH2:20]2)=[O:18])[CH2:14][CH2:13]1.CS(C)=O. Product: [Cl:5][CH:16]([C:17]([CH:19]1[CH2:20][CH2:21]1)=[O:18])[C:15]([CH:12]1[CH2:13][CH2:14]1)=[O:22]. The catalyst class is: 47. (3) Reactant: [CH3:1][C@H:2]1[CH2:7][NH:6][CH2:5][C@@H:4]([CH3:8])[NH:3]1.Cl[C:10]1[N:11]([CH2:33][CH:34]2[CH2:36][CH2:35]2)[C:12]2[C:17]([N:18]=1)=[C:16]([N:19]1[CH2:24][CH2:23][O:22][CH2:21][CH2:20]1)[N:15]=[C:14]([C:25]1[C:26]([CH3:32])=[N:27][C:28]([NH2:31])=[N:29][CH:30]=1)[N:13]=2. Product: [CH:34]1([CH2:33][N:11]2[C:10]([N:6]3[CH2:5][C@H:4]([CH3:8])[NH:3][C@H:2]([CH3:1])[CH2:7]3)=[N:18][C:17]3[C:12]2=[N:13][C:14]([C:25]2[C:26]([CH3:32])=[N:27][C:28]([NH2:31])=[N:29][CH:30]=2)=[N:15][C:16]=3[N:19]2[CH2:24][CH2:23][O:22][CH2:21][CH2:20]2)[CH2:35][CH2:36]1. The catalyst class is: 60. (4) Reactant: C([N:8]1[C:12]2[CH:13]=[C:14]([CH2:17][C:18]([O:20][CH3:21])=[O:19])[CH:15]=[CH:16][C:11]=2[CH2:10][S:9]1(=[O:23])=[O:22])C1C=CC=CC=1.[H][H]. Product: [O:22]=[S:9]1(=[O:23])[CH2:10][C:11]2[CH:16]=[CH:15][C:14]([CH2:17][C:18]([O:20][CH3:21])=[O:19])=[CH:13][C:12]=2[NH:8]1. The catalyst class is: 19.